This data is from Catalyst prediction with 721,799 reactions and 888 catalyst types from USPTO. The task is: Predict which catalyst facilitates the given reaction. Reactant: [F:1][C:2]1[CH:37]=[CH:36][CH:35]=[C:34]([F:38])[C:3]=1[C:4]([NH:6][C@@H:7]([CH2:13][C:14]1[CH:19]=[CH:18][C:17]([C:20]2[C:25]([O:26][CH3:27])=[CH:24][C:23]([CH2:28][O:29][CH2:30][CH3:31])=[CH:22][C:21]=2[O:32][CH3:33])=[CH:16][CH:15]=1)[C:8]([O:10]CC)=[O:9])=[O:5].Cl. Product: [F:1][C:2]1[CH:37]=[CH:36][CH:35]=[C:34]([F:38])[C:3]=1[C:4]([NH:6][C@@H:7]([CH2:13][C:14]1[CH:15]=[CH:16][C:17]([C:20]2[C:21]([O:32][CH3:33])=[CH:22][C:23]([CH2:28][O:29][CH2:30][CH3:31])=[CH:24][C:25]=2[O:26][CH3:27])=[CH:18][CH:19]=1)[C:8]([OH:10])=[O:9])=[O:5]. The catalyst class is: 127.